From a dataset of Forward reaction prediction with 1.9M reactions from USPTO patents (1976-2016). Predict the product of the given reaction. (1) Given the reactants [F:1][C:2]([F:15])([F:14])[C:3]1[NH:4][C:5]2[C:10]([CH:11]=1)=[CH:9][C:8]([C:12]#[N:13])=[CH:7][CH:6]=2, predict the reaction product. The product is: [F:15][C:2]([F:1])([F:14])[C:3]1[NH:4][C:5]2[C:10]([CH:11]=1)=[CH:9][C:8]([CH2:12][NH2:13])=[CH:7][CH:6]=2. (2) Given the reactants [NH2:1][C:2]1[C:3]([C:12]([NH:14][C@H:15]([C:24]([O:26][C:27]([CH3:30])([CH3:29])[CH3:28])=[O:25])[CH2:16][C:17]([O:19][C:20]([CH3:23])([CH3:22])[CH3:21])=[O:18])=[O:13])=[CH:4][C:5]2[C:10]([CH:11]=1)=[CH:9][CH:8]=[CH:7][CH:6]=2.[Cl:31][C:32]1[CH:37]=[C:36]([O:38][C:39]([F:42])([F:41])[F:40])[CH:35]=[C:34]([Cl:43])[C:33]=1[N:44]=[C:45]=[O:46], predict the reaction product. The product is: [Cl:31][C:32]1[CH:37]=[C:36]([O:38][C:39]([F:41])([F:40])[F:42])[CH:35]=[C:34]([Cl:43])[C:33]=1[NH:44][C:45]([NH:1][C:2]1[C:3]([C:12]([NH:14][C@H:15]([C:24]([O:26][C:27]([CH3:30])([CH3:29])[CH3:28])=[O:25])[CH2:16][C:17]([O:19][C:20]([CH3:22])([CH3:23])[CH3:21])=[O:18])=[O:13])=[CH:4][C:5]2[C:10]([CH:11]=1)=[CH:9][CH:8]=[CH:7][CH:6]=2)=[O:46]. (3) Given the reactants [CH3:1][O:2][C:3]1[CH:8]=[C:7]([O:9][CH3:10])[CH:6]=[CH:5][C:4]=1[C:11]1[N:15]([CH2:16][CH:17]([CH3:19])[CH3:18])[CH:14]=[N:13][N:12]=1.[CH3:20][O:21]C(Cl)Cl, predict the reaction product. The product is: [CH2:16]([N:15]1[CH:14]=[N:13][N:12]=[C:11]1[C:4]1[C:3]([O:2][CH3:1])=[CH:8][C:7]([O:9][CH3:10])=[C:6]([CH:5]=1)[CH:20]=[O:21])[CH:17]([CH3:19])[CH3:18]. (4) Given the reactants [CH2:1]([C@H:8]1[N:13]([C:14]([C:16]2[N:17]=[CH:18][N:19]([C@@H:27]3[CH2:33][CH2:32][CH2:31][CH2:30][CH2:29][C@H:28]3[OH:34])[C:20]=2[C:21]2[CH:26]=[CH:25][CH:24]=[CH:23][CH:22]=2)=[O:15])[CH2:12][CH2:11][N:10]([C:35]([O:37][C:38]([CH3:41])([CH3:40])[CH3:39])=[O:36])[CH2:9]1)[C:2]1[CH:7]=[CH:6][CH:5]=[CH:4][CH:3]=1.[N+:42]([C:45]1[CH:53]=[CH:52][C:48]([C:49](O)=[O:50])=[CH:47][CH:46]=1)([O-:44])=[O:43].C1C=CC(P(C2C=CC=CC=2)C2C=CC=CC=2)=CC=1, predict the reaction product. The product is: [CH2:1]([C@H:8]1[N:13]([C:14]([C:16]2[N:17]=[CH:18][N:19]([C@@H:27]3[CH2:33][CH2:32][CH2:31][CH2:30][CH2:29][C@@H:28]3[O:34][C:49](=[O:50])[C:48]3[CH:47]=[CH:46][C:45]([N+:42]([O-:44])=[O:43])=[CH:53][CH:52]=3)[C:20]=2[C:21]2[CH:26]=[CH:25][CH:24]=[CH:23][CH:22]=2)=[O:15])[CH2:12][CH2:11][N:10]([C:35]([O:37][C:38]([CH3:41])([CH3:40])[CH3:39])=[O:36])[CH2:9]1)[C:2]1[CH:3]=[CH:4][CH:5]=[CH:6][CH:7]=1. (5) Given the reactants [Br:1][C:2]1[CH:3]=[C:4]([CH:8]=[CH:9][C:10]=1[CH3:11])[C:5]([OH:7])=[O:6].S(=O)(=O)(O)O.[CH3:17]O, predict the reaction product. The product is: [Br:1][C:2]1[CH:3]=[C:4]([CH:8]=[CH:9][C:10]=1[CH3:11])[C:5]([O:7][CH3:17])=[O:6].